Dataset: Catalyst prediction with 721,799 reactions and 888 catalyst types from USPTO. Task: Predict which catalyst facilitates the given reaction. (1) Reactant: [F:1][C:2]1[CH:3]=[C:4]([CH:8]([O:26][Si](C(C)(C)C)(C)C)[C:9]2[NH:13][C:12]([O:14][CH:15]([CH:17]3[CH2:22][CH2:21][N:20]([CH:23]([CH3:25])[CH3:24])[CH2:19][CH2:18]3)C)=[N:11][CH:10]=2)[CH:5]=[CH:6][CH:7]=1.[F-].[CH2:35]([N+](CCCC)(CCCC)CCCC)CCC. Product: [F:1][C:2]1[CH:3]=[C:4]([CH:8]([C:9]2[N:13]([CH3:35])[C:12]([O:14][CH2:15][CH:17]3[CH2:18][CH2:19][N:20]([CH:23]([CH3:25])[CH3:24])[CH2:21][CH2:22]3)=[N:11][CH:10]=2)[OH:26])[CH:5]=[CH:6][CH:7]=1. The catalyst class is: 1. (2) Reactant: [C:1]([O:5][C:6](=[O:22])[N:7](C1C=CC(Br)=CC=1)[CH2:8][C:9]1[CH:14]=[CH:13][CH:12]=[CH:11][CH:10]=1)([CH3:4])([CH3:3])[CH3:2].Br[C:24]1[CH:29]=[CH:28][C:27](C([C:24]2[CH:29]=[CH:28][CH:27]=[CH:26][CH:25]=2)N)=[CH:26][CH:25]=1.[PH2:38]([O-:40])=[O:39].[NH3+]C1C=CC=CC=1.CCN(CC)CC. Product: [C:1]([O:5][C:6]([NH:7][CH:8]([C:9]1[CH:10]=[CH:11][CH:12]=[CH:13][CH:14]=1)[C:24]1[CH:29]=[CH:28][C:27]([PH:38](=[O:39])[OH:40])=[CH:26][CH:25]=1)=[O:22])([CH3:2])([CH3:3])[CH3:4]. The catalyst class is: 450. (3) Reactant: [S:1]1[CH:5]=[C:4]([CH:6]=[O:7])[N:3]=[CH:2]1.[F-].C([N+](CCCC)(CCCC)CCCC)CCC.[F:26][C:27]([Si](C)(C)C)([F:29])[F:28]. Product: [F:26][C:27]([F:29])([F:28])[CH:6]([C:4]1[N:3]=[CH:2][S:1][CH:5]=1)[OH:7]. The catalyst class is: 1. (4) Reactant: [CH:1]1[N:5]([CH2:6][O:7][CH2:8][CH2:9][OH:10])[C:4]2[N:11]=[C:12]([NH2:16])[N:13]=[C:14]([OH:15])[C:3]=2[N:2]=1.[OH-].[OH:18][CH2:19][CH2:20][N+:21]([CH3:24])([CH3:23])[CH3:22].O. Product: [OH:18][CH2:19][CH2:20][N+:21]([CH3:24])([CH3:23])[CH3:22].[CH:1]1[N:5]([CH2:6][O:7][CH2:8][CH2:9][OH:10])[C:4]2[N:11]=[C:12]([NH2:16])[N:13]=[C:14]([OH:15])[C:3]=2[N:2]=1. The catalyst class is: 8. (5) Reactant: [CH3:1][C:2]1([CH3:10])[C:6](=[O:7])[CH2:5][C:4]([CH3:9])([CH3:8])[O:3]1.C[O-].[Na+].[Br:14][C:15]1[CH:20]=[CH:19][C:18]([C:21]2[CH:26]=[CH:25][C:24]([Cl:27])=[CH:23][CH:22]=2)=[CH:17][C:16]=1[CH:28]=O. Product: [Br:14][C:15]1[CH:20]=[CH:19][C:18]([C:21]2[CH:26]=[CH:25][C:24]([Cl:27])=[CH:23][CH:22]=2)=[CH:17][C:16]=1[CH:28]=[C:5]1[C:4]([CH3:9])([CH3:8])[O:3][C:2]([CH3:10])([CH3:1])[C:6]1=[O:7]. The catalyst class is: 57. (6) Reactant: [N:1]([C@@H:4]1[CH2:8][N:7]([C:9](=[O:24])[CH2:10][NH:11][C:12](=[O:23])[C:13]2[CH:18]=[CH:17][CH:16]=[C:15]([C:19]([F:22])([F:21])[F:20])[CH:14]=2)[C@H:6]([CH3:25])[CH2:5]1)=[N+]=[N-]. Product: [NH2:1][C@@H:4]1[CH2:8][N:7]([C:9](=[O:24])[CH2:10][NH:11][C:12](=[O:23])[C:13]2[CH:18]=[CH:17][CH:16]=[C:15]([C:19]([F:21])([F:22])[F:20])[CH:14]=2)[C@H:6]([CH3:25])[CH2:5]1. The catalyst class is: 29.